This data is from Reaction yield outcomes from USPTO patents with 853,638 reactions. The task is: Predict the reaction yield, written as a fraction of the theoretical maximum amount of product (1.0 means a 100% yield; for example, 0.34 means a 34% yield). (1) The yield is 0.380. The reactants are [CH3:1][O:2][C:3](=[O:24])[C:4]1[CH:16]=[C:15]([C:17]([C:19]2[O:20][CH:21]=[CH:22][CH:23]=2)=O)[CH:14]=[C:6]([C:7]([N:9]([CH3:13])[CH2:10][CH2:11][CH3:12])=[O:8])[CH:5]=1.[CH2:25]([SH:28])[CH2:26][SH:27].B(F)(F)F.CCCCOCCCC. The catalyst is ClCCl. The product is [CH3:1][O:2][C:3](=[O:24])[C:4]1[CH:16]=[C:15]([C:17]2([C:19]3[O:20][CH:21]=[CH:22][CH:23]=3)[S:28][CH2:25][CH2:26][S:27]2)[CH:14]=[C:6]([C:7]([N:9]([CH3:13])[CH2:10][CH2:11][CH3:12])=[O:8])[CH:5]=1. (2) The reactants are [BH4-].[Na+].C[O:4][C:5]([C:7]1[S:8][C:9]2[CH2:10][N:11]([C:16](=[O:24])[C:17]3[CH:22]=[CH:21][CH:20]=[CH:19][C:18]=3[F:23])[CH2:12][CH2:13][C:14]=2[N:15]=1)=O. The catalyst is CO.O. The product is [F:23][C:18]1[CH:19]=[CH:20][CH:21]=[CH:22][C:17]=1[C:16]([N:11]1[CH2:12][CH2:13][C:14]2[N:15]=[C:7]([CH2:5][OH:4])[S:8][C:9]=2[CH2:10]1)=[O:24]. The yield is 0.790. (3) The reactants are [NH2:1][C:2]1[N:6]([C:7]2[CH:12]=[CH:11][CH:10]=[CH:9][CH:8]=2)[N:5]=[C:4]([O:13][CH2:14][C@H:15]([NH:25][C:26](=[O:32])[O:27][C:28]([CH3:31])([CH3:30])[CH3:29])[CH2:16][O:17][CH2:18][C:19]2[CH:24]=[CH:23][CH:22]=[CH:21][CH:20]=2)[C:3]=1[CH3:33].C1(C2C=CC([CH2:43][O:44]C)=CC=2CN)CC1.[CH3:48][O:49][CH2:50][C:51]1[CH:52]=[CH:53][C:54]([O:59][C:60]([F:63])([F:62])[F:61])=[C:55]([CH2:57][NH2:58])[CH:56]=1. No catalyst specified. The product is [CH2:18]([O:17][CH2:16][C@@H:15]([NH:25][C:26](=[O:32])[O:27][C:28]([CH3:29])([CH3:30])[CH3:31])[CH2:14][O:13][C:4]1[C:3]([CH3:33])=[C:2]([NH:1][C:43]([NH:58][CH2:57][C:55]2[CH:56]=[C:51]([CH2:50][O:49][CH3:48])[CH:52]=[CH:53][C:54]=2[O:59][C:60]([F:61])([F:62])[F:63])=[O:44])[N:6]([C:7]2[CH:8]=[CH:9][CH:10]=[CH:11][CH:12]=2)[N:5]=1)[C:19]1[CH:20]=[CH:21][CH:22]=[CH:23][CH:24]=1. The yield is 0.610.